This data is from Catalyst prediction with 721,799 reactions and 888 catalyst types from USPTO. The task is: Predict which catalyst facilitates the given reaction. (1) Product: [CH2:14]([O:8][C:6]1[CH:7]=[C:2]([Br:1])[CH:3]=[CH:4][C:5]=1[CH:9]=[CH:10][CH3:11])[C:15]1[CH:20]=[CH:19][CH:18]=[CH:17][CH:16]=1. The catalyst class is: 18. Reactant: [Br:1][C:2]1[CH:3]=[CH:4][C:5]([CH:9]=[CH:10][CH3:11])=[C:6]([OH:8])[CH:7]=1.[H-].[Na+].[CH2:14](Br)[C:15]1[CH:20]=[CH:19][CH:18]=[CH:17][CH:16]=1.CCOC(C)=O. (2) Reactant: [NH2:1][C:2]1[CH:28]=[CH:27][C:5]([C:6]([N:8]2[CH2:13][CH2:12][N:11]([CH2:14][C:15]3[O:19][C:18]([C:20]([NH:22][C:23]([CH3:26])([CH3:25])[CH3:24])=[O:21])=[CH:17][CH:16]=3)[CH2:10][CH2:9]2)=[O:7])=[CH:4][C:3]=1[F:29].Cl[C:31](OC1C=CC([N+]([O-])=O)=CC=1)=[O:32].[CH:43]1([NH2:47])[CH2:46][CH2:45][CH2:44]1. Product: [C:23]([NH:22][C:20]([C:18]1[O:19][C:15]([CH2:14][N:11]2[CH2:10][CH2:9][N:8]([C:6](=[O:7])[C:5]3[CH:27]=[CH:28][C:2]([NH:1][C:31]([NH:47][CH:43]4[CH2:46][CH2:45][CH2:44]4)=[O:32])=[C:3]([F:29])[CH:4]=3)[CH2:13][CH2:12]2)=[CH:16][CH:17]=1)=[O:21])([CH3:26])([CH3:24])[CH3:25]. The catalyst class is: 46.